Dataset: Forward reaction prediction with 1.9M reactions from USPTO patents (1976-2016). Task: Predict the product of the given reaction. (1) Given the reactants [NH2:1][C:2]1[CH:3]=[C:4]([C:8]2[C:13]([O:14][CH3:15])=[C:12]([CH:16]=[O:17])[CH:11]=[C:10]([S:18]([NH2:21])(=[O:20])=[O:19])[CH:9]=2)[CH:5]=[CH:6][CH:7]=1.[C:22]1([CH2:28][CH2:29][CH2:30][C:31](Cl)=[O:32])[CH:27]=[CH:26][CH:25]=[CH:24][CH:23]=1, predict the reaction product. The product is: [NH2:1][C:2]1[CH:3]=[C:4]([C:8]2[C:13]([O:14][CH3:15])=[C:12]([CH:16]=[O:17])[CH:11]=[C:10]([S:18]([NH:21][C:31](=[O:32])[CH2:30][CH2:29][CH2:28][C:22]3[CH:27]=[CH:26][CH:25]=[CH:24][CH:23]=3)(=[O:19])=[O:20])[CH:9]=2)[CH:5]=[CH:6][CH:7]=1. (2) Given the reactants C(OC(=O)[NH:7][C@H:8]1[CH2:14][N:13]([CH2:15][C:16]([F:19])([F:18])[F:17])[C:12]2[CH:20]=[CH:21][C:22]([F:24])=[CH:23][C:11]=2[NH:10][C:9]1=[O:25])(C)(C)C.[ClH:27], predict the reaction product. The product is: [ClH:27].[NH2:7][C@@H:8]1[C:9](=[O:25])[NH:10][C:11]2[CH:23]=[C:22]([F:24])[CH:21]=[CH:20][C:12]=2[N:13]([CH2:15][C:16]([F:19])([F:18])[F:17])[CH2:14]1. (3) Given the reactants [NH:1]1[C:9]2[C:4](=[N:5][CH:6]=[CH:7][CH:8]=2)[CH:3]=[C:2]1[C:10]([O:12][CH2:13]C)=[O:11].C([O-])([O-])=O.[K+].[K+].CCOCC, predict the reaction product. The product is: [NH:1]1[C:9]2[C:4](=[N:5][CH:6]=[CH:7][CH:8]=2)[CH:3]=[C:2]1[C:10]([O:12][CH3:13])=[O:11]. (4) Given the reactants [Cl:1][C:2]1[N:7]=[C:6]([CH2:8][C:9]([C:11]2[C:12]([F:29])=[C:13]([NH:17][S:18]([C:21]3[C:26]([F:27])=[CH:25][CH:24]=[CH:23][C:22]=3[F:28])(=[O:20])=[O:19])[CH:14]=[CH:15][CH:16]=2)=O)[CH:5]=[CH:4][N:3]=1.CN(C=O)C.C1C(=O)N(Br)C(=O)C1.[CH3:43][CH:44]([CH3:48])[C:45](=[S:47])[NH2:46], predict the reaction product. The product is: [Cl:1][C:2]1[N:7]=[C:6]([C:8]2[S:47][C:45]([CH:44]([CH3:48])[CH3:43])=[N:46][C:9]=2[C:11]2[C:12]([F:29])=[C:13]([NH:17][S:18]([C:21]3[C:26]([F:27])=[CH:25][CH:24]=[CH:23][C:22]=3[F:28])(=[O:20])=[O:19])[CH:14]=[CH:15][CH:16]=2)[CH:5]=[CH:4][N:3]=1. (5) Given the reactants [NH2:1][C:2]1[N:3]([CH3:22])[C:4](=[O:21])[C:5]([C:14]2[CH:15]=[C:16]([C:19]#[N:20])[NH:17][CH:18]=2)([C:7]2[CH:12]=[CH:11][CH:10]=[C:9]([Br:13])[CH:8]=2)[N:6]=1.[C:23](=O)([O-])[O-].[Cs+].[Cs+].CI, predict the reaction product. The product is: [NH2:1][C:2]1[N:3]([CH3:22])[C:4](=[O:21])[C:5]([C:14]2[CH:15]=[C:16]([C:19]#[N:20])[N:17]([CH3:23])[CH:18]=2)([C:7]2[CH:12]=[CH:11][CH:10]=[C:9]([Br:13])[CH:8]=2)[N:6]=1. (6) Given the reactants [NH2:1][C:2]1[CH:3]=[C:4]([S:8]([N:11]([C:18]2[CH:23]=[CH:22][CH:21]=[CH:20][C:19]=2[C:24]([OH:41])([C:37]([F:40])([F:39])[F:38])[C:25]#[C:26][C:27]2[CH:32]=[CH:31][C:30]([S:33]([CH3:36])(=[O:35])=[O:34])=[CH:29][CH:28]=2)[CH2:12][CH2:13][C:14]([F:17])([F:16])[F:15])(=[O:10])=[O:9])[CH:5]=[CH:6][CH:7]=1.N1C=CN=C1.Cl[Si:48]([CH2:53][CH3:54])([CH2:51][CH3:52])[CH2:49][CH3:50], predict the reaction product. The product is: [NH2:1][C:2]1[CH:3]=[C:4]([S:8]([N:11]([C:18]2[CH:23]=[CH:22][CH:21]=[CH:20][C:19]=2[C:24]([O:41][Si:48]([CH2:53][CH3:54])([CH2:51][CH3:52])[CH2:49][CH3:50])([C:37]([F:40])([F:39])[F:38])[C:25]#[C:26][C:27]2[CH:28]=[CH:29][C:30]([S:33]([CH3:36])(=[O:35])=[O:34])=[CH:31][CH:32]=2)[CH2:12][CH2:13][C:14]([F:17])([F:16])[F:15])(=[O:9])=[O:10])[CH:5]=[CH:6][CH:7]=1. (7) Given the reactants [C:1]([N:5]1[C:9]([C:10]2[CH:15]=[CH:14][C:13]([O:16][CH3:17])=[CH:12][CH:11]=2)=[C:8]([C:18](=[S:20])[NH2:19])[CH:7]=[N:6]1)([CH3:4])([CH3:3])[CH3:2].Br[CH2:22][C:23](=O)[C:24]([O:26][CH2:27][CH3:28])=[O:25], predict the reaction product. The product is: [C:1]([N:5]1[C:9]([C:10]2[CH:15]=[CH:14][C:13]([O:16][CH3:17])=[CH:12][CH:11]=2)=[C:8]([C:18]2[S:20][CH:22]=[C:23]([C:24]([O:26][CH2:27][CH3:28])=[O:25])[N:19]=2)[CH:7]=[N:6]1)([CH3:4])([CH3:2])[CH3:3].